Dataset: NCI-60 drug combinations with 297,098 pairs across 59 cell lines. Task: Regression. Given two drug SMILES strings and cell line genomic features, predict the synergy score measuring deviation from expected non-interaction effect. (1) Drug 1: C1CCN(CC1)CCOC2=CC=C(C=C2)C(=O)C3=C(SC4=C3C=CC(=C4)O)C5=CC=C(C=C5)O. Drug 2: CC12CCC3C(C1CCC2O)C(CC4=C3C=CC(=C4)O)CCCCCCCCCS(=O)CCCC(C(F)(F)F)(F)F. Cell line: K-562. Synergy scores: CSS=11.0, Synergy_ZIP=-2.43, Synergy_Bliss=0.472, Synergy_Loewe=-2.69, Synergy_HSA=-1.62. (2) Drug 1: C1CC(C1)(C(=O)O)C(=O)O.[NH2-].[NH2-].[Pt+2]. Drug 2: CC1CCC2CC(C(=CC=CC=CC(CC(C(=O)C(C(C(=CC(C(=O)CC(OC(=O)C3CCCCN3C(=O)C(=O)C1(O2)O)C(C)CC4CCC(C(C4)OC)O)C)C)O)OC)C)C)C)OC. Cell line: NCIH23. Synergy scores: CSS=19.1, Synergy_ZIP=-8.13, Synergy_Bliss=-0.229, Synergy_Loewe=-3.57, Synergy_HSA=-1.55. (3) Drug 1: CC1=C(C=C(C=C1)NC2=NC=CC(=N2)N(C)C3=CC4=NN(C(=C4C=C3)C)C)S(=O)(=O)N.Cl. Drug 2: C1=C(C(=O)NC(=O)N1)N(CCCl)CCCl. Cell line: HCT116. Synergy scores: CSS=11.7, Synergy_ZIP=0.0771, Synergy_Bliss=-5.69, Synergy_Loewe=-13.3, Synergy_HSA=-6.50. (4) Drug 1: C1CCC(C1)C(CC#N)N2C=C(C=N2)C3=C4C=CNC4=NC=N3. Cell line: MDA-MB-231. Synergy scores: CSS=16.4, Synergy_ZIP=-3.04, Synergy_Bliss=1.67, Synergy_Loewe=-9.30, Synergy_HSA=2.48. Drug 2: CC1=C(C(=O)C2=C(C1=O)N3CC4C(C3(C2COC(=O)N)OC)N4)N. (5) Drug 1: C1CCC(C1)C(CC#N)N2C=C(C=N2)C3=C4C=CNC4=NC=N3. Drug 2: CC1CCCC2(C(O2)CC(NC(=O)CC(C(C(=O)C(C1O)C)(C)C)O)C(=CC3=CSC(=N3)C)C)C. Cell line: SF-295. Synergy scores: CSS=9.63, Synergy_ZIP=-1.15, Synergy_Bliss=-1.67, Synergy_Loewe=1.77, Synergy_HSA=-0.00417. (6) Drug 1: CNC(=O)C1=CC=CC=C1SC2=CC3=C(C=C2)C(=NN3)C=CC4=CC=CC=N4. Drug 2: CC1=C(N=C(N=C1N)C(CC(=O)N)NCC(C(=O)N)N)C(=O)NC(C(C2=CN=CN2)OC3C(C(C(C(O3)CO)O)O)OC4C(C(C(C(O4)CO)O)OC(=O)N)O)C(=O)NC(C)C(C(C)C(=O)NC(C(C)O)C(=O)NCCC5=NC(=CS5)C6=NC(=CS6)C(=O)NCCC[S+](C)C)O. Cell line: HCC-2998. Synergy scores: CSS=0.240, Synergy_ZIP=-3.84, Synergy_Bliss=-5.88, Synergy_Loewe=-6.12, Synergy_HSA=-4.84.